From a dataset of Catalyst prediction with 721,799 reactions and 888 catalyst types from USPTO. Predict which catalyst facilitates the given reaction. (1) Reactant: [C:1]([O:5][C:6](=[O:34])[NH:7][C@@H:8]1[C@@H:13]([OH:14])[C@H:12]([CH2:15][C:16]2[CH:21]=[CH:20][C:19]([NH:22][C:23]([O:25][CH2:26][C:27]3[CH:32]=[CH:31][CH:30]=[CH:29][CH:28]=3)=[O:24])=[C:18]([F:33])[CH:17]=2)[CH2:11][S:10][CH2:9]1)([CH3:4])([CH3:3])[CH3:2].CO[C:37](OC)([CH3:39])[CH3:38].CC1C=CC(S(O)(=O)=O)=CC=1. Product: [C:1]([O:5][C:6]([N:7]1[C@@H:8]2[C@H:13]([C@H:12]([CH2:15][C:16]3[CH:21]=[CH:20][C:19]([NH:22][C:23]([O:25][CH2:26][C:27]4[CH:32]=[CH:31][CH:30]=[CH:29][CH:28]=4)=[O:24])=[C:18]([F:33])[CH:17]=3)[CH2:11][S:10][CH2:9]2)[O:14][C:37]1([CH3:39])[CH3:38])=[O:34])([CH3:4])([CH3:2])[CH3:3]. The catalyst class is: 2. (2) Reactant: I[C:2]1[CH:3]=[N:4][N:5]2[C:10]([C:11]([F:14])([F:13])[F:12])=[CH:9][C:8]([C:15]3[CH:20]=[CH:19][CH:18]=[C:17]([C:21]([F:24])([F:23])[F:22])[CH:16]=3)=[N:7][C:6]=12.[CH3:25][Si:26]([C:29]#[CH:30])([CH3:28])[CH3:27].C(N(CC)CC)C. Product: [F:12][C:11]([F:14])([F:13])[C:10]1[N:5]2[N:4]=[CH:3][C:2]([C:30]#[C:29][Si:26]([CH3:28])([CH3:27])[CH3:25])=[C:6]2[N:7]=[C:8]([C:15]2[CH:20]=[CH:19][CH:18]=[C:17]([C:21]([F:24])([F:23])[F:22])[CH:16]=2)[CH:9]=1. The catalyst class is: 9. (3) Reactant: [C:1]([CH:5]1[CH2:10][CH:9]([C:11]([CH3:14])([CH3:13])[CH3:12])[CH2:8][CH2:7][C:6]1=[O:15])([CH3:4])([CH3:3])[CH3:2].[H-].[Al+3].[Li+].[H-].[H-].[H-].Cl. Product: [C:1]([CH:5]1[CH2:10][CH:9]([C:11]([CH3:14])([CH3:13])[CH3:12])[CH2:8][CH2:7][CH:6]1[OH:15])([CH3:4])([CH3:3])[CH3:2]. The catalyst class is: 28. (4) Reactant: [NH2:1][C:2]1[CH:29]=[CH:28][C:5]([O:6][C:7]2[CH:12]=[CH:11][N:10]=[C:9]([N:13]=[C:14]([C:21]3[CH:26]=[CH:25][CH:24]=[CH:23][CH:22]=3)[C:15]3[CH:20]=[CH:19][CH:18]=[CH:17][CH:16]=3)[C:8]=2[Cl:27])=[C:4]([F:30])[CH:3]=1.[F:31][C:32]1[CH:37]=[CH:36][C:35]([C:38]2[C:39](=[O:47])[C:40]([C:44](O)=[O:45])=[CH:41][NH:42][CH:43]=2)=[CH:34][CH:33]=1.CN(C(ON1N=NC2C=CC=NC1=2)=[N+](C)C)C.F[P-](F)(F)(F)(F)F.CCN(C(C)C)C(C)C. Product: [Cl:27][C:8]1[C:9]([N:13]=[C:14]([C:15]2[CH:20]=[CH:19][CH:18]=[CH:17][CH:16]=2)[C:21]2[CH:26]=[CH:25][CH:24]=[CH:23][CH:22]=2)=[N:10][CH:11]=[CH:12][C:7]=1[O:6][C:5]1[CH:28]=[CH:29][C:2]([NH:1][C:44]([C:40]2[C:39](=[O:47])[C:38]([C:35]3[CH:36]=[CH:37][C:32]([F:31])=[CH:33][CH:34]=3)=[CH:43][NH:42][CH:41]=2)=[O:45])=[CH:3][C:4]=1[F:30]. The catalyst class is: 3. (5) Reactant: [CH:1]([NH:4][C:5]1[CH:10]=[CH:9][CH:8]=[CH:7][CH:6]=1)([CH3:3])[CH3:2].I[CH2:12][CH2:13][OH:14].C(N(C(C)C)CC)(C)C. Product: [CH:1]([N:4]([C:5]1[CH:10]=[CH:9][CH:8]=[CH:7][CH:6]=1)[CH2:12][CH2:13][OH:14])([CH3:3])[CH3:2]. The catalyst class is: 10.